Dataset: Reaction yield outcomes from USPTO patents with 853,638 reactions. Task: Predict the reaction yield, written as a fraction of the theoretical maximum amount of product (1.0 means a 100% yield; for example, 0.34 means a 34% yield). (1) The reactants are [NH2:1][C:2]1[CH:7]=[CH:6][C:5]([N+:8]([O-:10])=[O:9])=[CH:4][C:3]=1[OH:11].C([O-])(O)=O.[Na+].Cl[CH2:18][C:19](Cl)=[O:20]. No catalyst specified. The product is [N+:8]([C:5]1[CH:6]=[CH:7][C:2]2[NH:1][C:19](=[O:20])[CH2:18][O:11][C:3]=2[CH:4]=1)([O-:10])=[O:9]. The yield is 0.910. (2) The reactants are [C:1](Cl)(=[O:3])[CH3:2].[CH3:5][C:6]1[CH:34]=[CH:33][C:9]([CH2:10][N:11]2[C:19]3[C:14](=[CH:15][C:16]([C:20]4[CH:25]=[CH:24][C:23]([O:26][C:27]([F:30])([F:29])[F:28])=[CH:22][CH:21]=4)=[CH:17][CH:18]=3)[CH:13]=[C:12]2[CH2:31][OH:32])=[CH:8][CH:7]=1.C(N(CC)C(C)C)(C)C. The catalyst is C(Cl)Cl. The product is [C:1]([O:32][CH2:31][C:12]1[N:11]([CH2:10][C:9]2[CH:8]=[CH:7][C:6]([CH3:5])=[CH:34][CH:33]=2)[C:19]2[C:14]([CH:13]=1)=[CH:15][C:16]([C:20]1[CH:25]=[CH:24][C:23]([O:26][C:27]([F:29])([F:30])[F:28])=[CH:22][CH:21]=1)=[CH:17][CH:18]=2)(=[O:3])[CH3:2]. The yield is 0.996.